This data is from Forward reaction prediction with 1.9M reactions from USPTO patents (1976-2016). The task is: Predict the product of the given reaction. (1) Given the reactants Cl[C:2]1[N:7]=[C:6]([N:8]2[CH2:13][CH2:12][O:11][CH2:10][CH2:9]2)[N:5]=[C:4]([O:14][CH2:15][C:16]([CH3:19])([OH:18])[CH3:17])[CH:3]=1.[NH2:20][NH2:21], predict the reaction product. The product is: [NH:20]([C:2]1[N:7]=[C:6]([N:8]2[CH2:13][CH2:12][O:11][CH2:10][CH2:9]2)[N:5]=[C:4]([O:14][CH2:15][C:16]([CH3:19])([OH:18])[CH3:17])[CH:3]=1)[NH2:21]. (2) Given the reactants [C:1]([O:5][C:6]([N:8]([CH2:13][CH3:14])[CH2:9][C:10]([OH:12])=O)=[O:7])([CH3:4])([CH3:3])[CH3:2].[F:15][C:16]([F:32])([F:31])[C:17]1[CH:22]=[CH:21][C:20]([C:23]2[CH:28]=[CH:27][CH:26]=[C:25]([CH2:29][NH2:30])[CH:24]=2)=[CH:19][CH:18]=1.O.ON1C2C=CC=CC=2N=N1.C(N(CC)C(C)C)(C)C.C1CN(C(ON2N=NC3C2=CC=CC=3)=[N+]2CCCC2)CC1.F[P-](F)(F)(F)(F)F, predict the reaction product. The product is: [CH2:13]([N:8]([CH2:9][C:10](=[O:12])[NH:30][CH2:29][C:25]1[CH:24]=[C:23]([C:20]2[CH:21]=[CH:22][C:17]([C:16]([F:15])([F:31])[F:32])=[CH:18][CH:19]=2)[CH:28]=[CH:27][CH:26]=1)[C:6](=[O:7])[O:5][C:1]([CH3:2])([CH3:3])[CH3:4])[CH3:14].